Predict the product of the given reaction. From a dataset of Forward reaction prediction with 1.9M reactions from USPTO patents (1976-2016). The product is: [Cl:21][C:22]1[CH:27]=[CH:26][C:25]([C:9]2[C:8]([O:20][CH2:19][C:15]3[N:14]([CH3:13])[CH:18]=[CH:17][N:16]=3)=[N:7][CH:6]=[C:5]([CH:10]=2)[C:3]([NH:31][CH2:32][C@@H:33]2[CH2:38][CH2:37][CH2:36][CH2:35][C@@H:34]2[OH:39])=[O:4])=[CH:24][CH:23]=1. Given the reactants CO[C:3]([C:5]1[CH:6]=[N:7][C:8](Cl)=[C:9](Br)[CH:10]=1)=[O:4].[CH3:13][N:14]1[CH:18]=[CH:17][N:16]=[C:15]1[CH2:19][OH:20].[Cl:21][C:22]1[CH:27]=[CH:26][C:25](B(O)O)=[CH:24][CH:23]=1.[NH2:31][CH2:32][C@H:33]1[CH2:38][CH2:37][CH2:36][CH2:35][C@H:34]1[OH:39], predict the reaction product.